Dataset: Full USPTO retrosynthesis dataset with 1.9M reactions from patents (1976-2016). Task: Predict the reactants needed to synthesize the given product. Given the product [O:4]=[C:3]([C:5]1[CH:10]=[CH:9][C:8]([C:11]([F:12])([F:13])[F:14])=[CH:7][CH:6]=1)[CH2:2][NH:1][S:22]([C:19]1[CH:20]=[CH:21][CH:16]=[CH:17][CH:18]=1)(=[O:24])=[O:23], predict the reactants needed to synthesize it. The reactants are: [NH2:1][CH2:2][C:3]([C:5]1[CH:10]=[CH:9][C:8]([C:11]([F:14])([F:13])[F:12])=[CH:7][CH:6]=1)=[O:4].C[C:16]1[CH:17]=[CH:18][C:19]([S:22](O)(=[O:24])=[O:23])=[CH:20][CH:21]=1.C1(S(Cl)(=O)=O)C=CC=CC=1.C(N(CC)CC)C.